This data is from Full USPTO retrosynthesis dataset with 1.9M reactions from patents (1976-2016). The task is: Predict the reactants needed to synthesize the given product. The reactants are: [F:1][C:2]1[CH:7]=[CH:6][CH:5]=[C:4]([CH3:8])[C:3]=1[N+:9]([O-:11])=[O:10].C1C(=O)N([Br:19])C(=O)C1. Given the product [Br:19][C:5]1[CH:6]=[CH:7][C:2]([F:1])=[C:3]([N+:9]([O-:11])=[O:10])[C:4]=1[CH3:8], predict the reactants needed to synthesize it.